The task is: Predict the reactants needed to synthesize the given product.. This data is from Full USPTO retrosynthesis dataset with 1.9M reactions from patents (1976-2016). (1) Given the product [CH3:1][O:2][C:3]1[C:4]([CH3:13])=[N:5][C:6]2[CH2:7][CH2:8][CH2:9][CH2:10][C:11]=2[CH:12]=1, predict the reactants needed to synthesize it. The reactants are: [CH3:1][O:2][C:3]1[C:4]([CH3:13])=[N:5][C:6]2[C:11]([CH:12]=1)=[CH:10][CH:9]=[CH:8][CH:7]=2.[H][H]. (2) Given the product [CH3:3][O:4][C:5](=[O:22])[C:6]1[CH:11]=[CH:10][CH:9]=[C:8]([N+:12]([O-:14])=[O:13])[C:7]=1[N:15]([CH3:23])[C:16](=[O:21])[C:17]([F:19])([F:18])[F:20], predict the reactants needed to synthesize it. The reactants are: [H-].[Na+].[CH3:3][O:4][C:5](=[O:22])[C:6]1[CH:11]=[CH:10][CH:9]=[C:8]([N+:12]([O-:14])=[O:13])[C:7]=1[NH:15][C:16](=[O:21])[C:17]([F:20])([F:19])[F:18].[CH3:23]N(C=O)C. (3) Given the product [CH2:22]([N:26]1[CH:30]=[C:29]([C:31]2[S:35][CH:34]=[C:33]([C:36]([NH:49][C@@H:7]3[CH2:12][CH2:11][N:10]([C:13]([O:15][C:16]([CH3:17])([CH3:18])[CH3:19])=[O:14])[CH2:9]3)=[O:38])[CH:32]=2)[CH:28]=[N:27]1)[CH:23]([CH3:25])[CH3:24], predict the reactants needed to synthesize it. The reactants are: NC1C=CC(O[CH:7]2[CH2:12][CH2:11][N:10]([C:13]([O:15][C:16]([CH3:19])([CH3:18])[CH3:17])=[O:14])[CH2:9]C2)=CC=1.[CH2:22]([N:26]1[CH:30]=[C:29]([C:31]2[S:35][CH:34]=[C:33]([C:36]([OH:38])=O)[CH:32]=2)[CH:28]=[N:27]1)[CH:23]([CH3:25])[CH3:24].C(OC([N:49]1CC(C(O)=O)C1)=O)C1C=CC=CC=1. (4) Given the product [Cl:1][C:2]1[CH:27]=[CH:26][C:5]([CH2:6][N:7]2[C:15]3[C:10](=[CH:11][C:12]([CH:16]=[C:17]4[S:21][C:20]([N:37]5[CH2:38][CH2:39][N:34]([CH2:32][CH3:33])[CH2:35][CH2:36]5)=[N:19][C:18]4=[O:25])=[CH:13][CH:14]=3)[CH:9]=[N:8]2)=[C:4]([C:28]([F:29])([F:31])[F:30])[CH:3]=1, predict the reactants needed to synthesize it. The reactants are: [Cl:1][C:2]1[CH:27]=[CH:26][C:5]([CH2:6][N:7]2[C:15]3[C:10](=[CH:11][C:12]([CH:16]=[C:17]4[S:21][C:20](SCC)=[N:19][C:18]4=[O:25])=[CH:13][CH:14]=3)[CH:9]=[N:8]2)=[C:4]([C:28]([F:31])([F:30])[F:29])[CH:3]=1.[CH2:32]([N:34]1[CH2:39][CH2:38][NH:37][CH2:36][CH2:35]1)[CH3:33]. (5) Given the product [Cl:19][C:15]1[CH:14]=[C:13]([O:12][CH2:11][C:9]2[N:10]=[C:5]3[N:4]=[CH:3][C:2]([C:24]4[CH:25]=[CH:26][C:21]([F:20])=[CH:22][CH:23]=4)=[CH:7][N:6]3[CH:8]=2)[CH:18]=[CH:17][N:16]=1, predict the reactants needed to synthesize it. The reactants are: Br[C:2]1[CH:3]=[N:4][C:5]2[N:6]([CH:8]=[C:9]([CH2:11][O:12][C:13]3[CH:18]=[CH:17][N:16]=[C:15]([Cl:19])[CH:14]=3)[N:10]=2)[CH:7]=1.[F:20][C:21]1[CH:26]=[CH:25][C:24](B(O)O)=[CH:23][CH:22]=1.